From a dataset of Catalyst prediction with 721,799 reactions and 888 catalyst types from USPTO. Predict which catalyst facilitates the given reaction. (1) Reactant: [Cl:1][C:2]1[C:3]2[S:10][CH:9]=[C:8]([CH3:11])[C:4]=2[N:5]=[CH:6][N:7]=1.C1C(=O)N([Br:19])C(=O)C1.C(OOC(=O)C1C=CC=CC=1)(=O)C1C=CC=CC=1. Product: [Br:19][CH2:11][C:8]1[C:4]2[N:5]=[CH:6][N:7]=[C:2]([Cl:1])[C:3]=2[S:10][CH:9]=1. The catalyst class is: 53. (2) The catalyst class is: 648. Reactant: [Si:1]([O:8][C:9]1[CH:14]=[CH:13][C:12]([C:15]2[CH:19]([C:20]3[CH:25]=[CH:24][CH:23]=[CH:22][CH:21]=3)[C:18]([C:27]3([C:30]([O:32][CH3:33])=[O:31])[CH2:29][CH2:28]3)(O)[O:17][N:16]=2)=[CH:11][CH:10]=1)([C:4]([CH3:7])([CH3:6])[CH3:5])([CH3:3])[CH3:2].O.C1(C)C=CC(S(O)(=O)=O)=CC=1. Product: [CH3:33][O:32][C:30]([C:27]1([C:18]2[O:17][N:16]=[C:15]([C:12]3[CH:13]=[CH:14][C:9]([O:8][Si:1]([C:4]([CH3:7])([CH3:5])[CH3:6])([CH3:2])[CH3:3])=[CH:10][CH:11]=3)[C:19]=2[C:20]2[CH:25]=[CH:24][CH:23]=[CH:22][CH:21]=2)[CH2:28][CH2:29]1)=[O:31]. (3) Reactant: Cl.[N:2]12[CH2:9][CH2:8][CH:5]([CH2:6][CH2:7]1)[CH:4]([NH2:10])[CH2:3]2.[N:11]([CH2:14][C:15]1[CH:20]=[CH:19][CH:18]=[CH:17][CH:16]=1)=[C:12]=[O:13]. Product: [CH2:14]([NH:11][C:12]([NH:10][CH:4]1[CH:5]2[CH2:8][CH2:9][N:2]([CH2:7][CH2:6]2)[CH2:3]1)=[O:13])[C:15]1[CH:20]=[CH:19][CH:18]=[CH:17][CH:16]=1. The catalyst class is: 338. (4) Reactant: C(O[BH-](OC(=O)C)OC(=O)C)(=O)C.[Na+].C(O)(=O)C.[F:19][C:20]1[CH:25]=[CH:24][C:23]([C:26]2[CH:53]=[CH:52][C:29]3[N:30]([C:33]([C:46]4[CH:51]=[CH:50][CH:49]=[CH:48][CH:47]=4)([C:40]4[CH:45]=[CH:44][CH:43]=[CH:42][CH:41]=4)[C:34]4[CH:39]=[CH:38][CH:37]=[CH:36][CH:35]=4)[N:31]=[N:32][C:28]=3[CH:27]=2)=[CH:22][C:21]=1[CH:54]=O.[CH3:56][Si:57]([CH3:71])([CH3:70])[CH2:58][CH2:59][O:60][C:61]([N:63]1[CH2:68][CH2:67][CH:66]([NH2:69])[CH2:65][CH2:64]1)=[O:62].C(=O)([O-])[O-].[Na+].[Na+]. Product: [CH3:56][Si:57]([CH3:71])([CH3:70])[CH2:58][CH2:59][O:60][C:61]([N:63]1[CH2:64][CH2:65][CH:66]([NH:69][CH2:54][C:21]2[CH:22]=[C:23]([C:26]3[CH:53]=[CH:52][C:29]4[N:30]([C:33]([C:46]5[CH:47]=[CH:48][CH:49]=[CH:50][CH:51]=5)([C:40]5[CH:45]=[CH:44][CH:43]=[CH:42][CH:41]=5)[C:34]5[CH:39]=[CH:38][CH:37]=[CH:36][CH:35]=5)[N:31]=[N:32][C:28]=4[CH:27]=3)[CH:24]=[CH:25][C:20]=2[F:19])[CH2:67][CH2:68]1)=[O:62]. The catalyst class is: 576. (5) Reactant: C(=[N:14][C:15]1[N:16]=[C:17]2[C:23]([C:24](=[O:29])[C:25]([CH3:28])([CH3:27])[CH3:26])=[CH:22][N:21]([CH2:30][O:31][CH2:32][CH2:33][Si:34]([CH3:37])([CH3:36])[CH3:35])[C:18]2=[N:19][CH:20]=1)(C1C=CC=CC=1)C1C=CC=CC=1.C([O-])(=O)C.[Na+].Cl.NO. Product: [NH2:14][C:15]1[N:16]=[C:17]2[C:23]([C:24](=[O:29])[C:25]([CH3:26])([CH3:27])[CH3:28])=[CH:22][N:21]([CH2:30][O:31][CH2:32][CH2:33][Si:34]([CH3:35])([CH3:37])[CH3:36])[C:18]2=[N:19][CH:20]=1. The catalyst class is: 5. (6) Reactant: [Br:1]Br.[F:3][C:4]1[C:12]2[CH:11]=[CH:10][S:9][C:8]=2[CH:7]=[CH:6][CH:5]=1.C([O-])(=O)C.[Na+]. Product: [Br:1][C:11]1[C:12]2[C:4]([F:3])=[CH:5][CH:6]=[CH:7][C:8]=2[S:9][CH:10]=1. The catalyst class is: 4. (7) Reactant: C([O:5][C:6](=[O:41])[CH2:7][O:8][C:9]1[CH:14]=[C:13]([C:15]([NH:17][CH2:18][C:19]2[CH:24]=[CH:23][C:22]([S:25]([CH3:28])(=[O:27])=[O:26])=[CH:21][CH:20]=2)=[O:16])[C:12](=[O:29])[N:11]([C:30]2[CH:35]=[CH:34][CH:33]=[C:32]([C:36]([F:39])([F:38])[F:37])[CH:31]=2)[C:10]=1[CH3:40])(C)(C)C.[OH-].[Na+].C(O)(=O)C. Product: [CH3:40][C:10]1[N:11]([C:30]2[CH:35]=[CH:34][CH:33]=[C:32]([C:36]([F:38])([F:37])[F:39])[CH:31]=2)[C:12](=[O:29])[C:13]([C:15]([NH:17][CH2:18][C:19]2[CH:20]=[CH:21][C:22]([S:25]([CH3:28])(=[O:27])=[O:26])=[CH:23][CH:24]=2)=[O:16])=[CH:14][C:9]=1[O:8][CH2:7][C:6]([OH:41])=[O:5]. The catalyst class is: 36.